From a dataset of Catalyst prediction with 721,799 reactions and 888 catalyst types from USPTO. Predict which catalyst facilitates the given reaction. (1) Reactant: [NH2:1][CH2:2][CH2:3][NH:4][S:5]([C:8]1[C:9]2[CH:10]=[CH:11][N:12]=[CH:13][C:14]=2[CH:15]=[C:16]([C:18]2[CH:23]=[CH:22][CH:21]=[CH:20][CH:19]=2)[CH:17]=1)(=[O:7])=[O:6].[C:24]1([CH2:34][CH2:35][CH:36]=O)[C:33]2[C:28](=[CH:29][CH:30]=[CH:31][CH:32]=2)[CH:27]=[CH:26][CH:25]=1.C(O[BH-](OC(=O)C)OC(=O)C)(=O)C.[Na+].[Cl:52]CCCl. Product: [ClH:52].[ClH:52].[C:24]1([CH2:34][CH2:35][CH2:36][NH:1][CH2:2][CH2:3][NH:4][S:5]([C:8]2[C:9]3[CH:10]=[CH:11][N:12]=[CH:13][C:14]=3[CH:15]=[C:16]([C:18]3[CH:23]=[CH:22][CH:21]=[CH:20][CH:19]=3)[CH:17]=2)(=[O:7])=[O:6])[C:33]2[C:28](=[CH:29][CH:30]=[CH:31][CH:32]=2)[CH:27]=[CH:26][CH:25]=1. The catalyst class is: 5. (2) Reactant: [F:1][C:2]1[CH:10]=[CH:9][C:5]([C:6]([OH:8])=O)=[CH:4][C:3]=1[CH3:11].CCN(C(C)C)C(C)C.CN(C(ON1N=NC2C=CC=CC1=2)=[N+](C)C)C.[B-](F)(F)(F)F.[N:43]1([CH2:47][C@H:48]([CH:51]2[CH2:53][CH2:52]2)[NH:49][CH3:50])[CH2:46][CH2:45][CH2:44]1. Product: [N:43]1([CH2:47][C@@H:48]([N:49]([CH3:50])[C:6](=[O:8])[C:5]2[CH:9]=[CH:10][C:2]([F:1])=[C:3]([CH3:11])[CH:4]=2)[CH:51]2[CH2:53][CH2:52]2)[CH2:46][CH2:45][CH2:44]1. The catalyst class is: 2.